From a dataset of Full USPTO retrosynthesis dataset with 1.9M reactions from patents (1976-2016). Predict the reactants needed to synthesize the given product. (1) Given the product [CH3:63][N:64]1[CH2:69][CH2:68][N:67]([C:4]2[CH:9]=[CH:8][C:7]([O:10][CH3:11])=[C:6]([N+:12]([O-:14])=[O:13])[CH:5]=2)[CH2:66][CH2:65]1, predict the reactants needed to synthesize it. The reactants are: N#N.Br[C:4]1[CH:9]=[CH:8][C:7]([O:10][CH3:11])=[C:6]([N+:12]([O-:14])=[O:13])[CH:5]=1.CC1(C)C2C(=C(P(C3C=CC=CC=3)C3C=CC=CC=3)C=CC=2)OC2C(P(C3C=CC=CC=3)C3C=CC=CC=3)=CC=CC1=2.C([O-])([O-])=O.[Cs+].[Cs+].[CH3:63][N:64]1[CH2:69][CH2:68][NH:67][CH2:66][CH2:65]1. (2) Given the product [F:37][C:2]([F:1])([F:36])[C:3]1[CH:35]=[CH:34][CH:33]=[CH:32][C:4]=1[O:5][C:6]1[C:20]([O:21][C:22]2[CH:23]=[N:24][C:25]([S:28]([CH3:31])(=[O:30])=[O:29])=[CH:26][CH:27]=2)=[CH:19][C:9]2[NH:10][C:11]([C:13]3[CH:18]=[N:41][CH:16]=[CH:15][N:14]=3)=[N:12][C:8]=2[CH:7]=1, predict the reactants needed to synthesize it. The reactants are: [F:1][C:2]([F:37])([F:36])[C:3]1[CH:35]=[CH:34][CH:33]=[CH:32][C:4]=1[O:5][C:6]1[C:20]([O:21][C:22]2[CH:23]=[N:24][C:25]([S:28]([CH3:31])(=[O:30])=[O:29])=[CH:26][CH:27]=2)=[CH:19][C:9]2[NH:10][C:11]([C:13]3[CH:18]=C[CH:16]=[CH:15][N:14]=3)=[N:12][C:8]=2[CH:7]=1.COC(C1C=NC=CN=1)=[NH:41]. (3) The reactants are: [Cl:1][C:2]1[CH:9]=[CH:8][C:5]([C:6]#[N:7])=[C:4](F)[CH:3]=1.[CH3:11][N:12]([CH3:16])[CH2:13][CH2:14][NH2:15]. Given the product [NH2:7][CH2:6][C:5]1[CH:8]=[CH:9][C:2]([Cl:1])=[CH:3][C:4]=1[NH:15][CH2:14][CH2:13][N:12]([CH3:16])[CH3:11], predict the reactants needed to synthesize it. (4) Given the product [CH:39]1([CH2:38][C:18]2[C:17]([CH2:16][O:15][C:12]3[CH:13]=[C:14]4[C:9]([CH:8]=[CH:7][N:6]4[CH2:5][C:4]([OH:42])=[O:3])=[CH:10][CH:11]=3)=[C:22]([C:23]([F:24])([F:25])[F:26])[CH:21]=[C:20]([C:27]3[CH:28]=[CH:29][C:30]([O:33][C:34]([F:37])([F:36])[F:35])=[CH:31][CH:32]=3)[N:19]=2)[CH2:41][CH2:40]1, predict the reactants needed to synthesize it. The reactants are: C([O:3][C:4](=[O:42])[CH2:5][N:6]1[C:14]2[C:9](=[CH:10][CH:11]=[C:12]([O:15][CH2:16][C:17]3[C:18]([CH2:38][CH:39]4[CH2:41][CH2:40]4)=[N:19][C:20]([C:27]4[CH:32]=[CH:31][C:30]([O:33][C:34]([F:37])([F:36])[F:35])=[CH:29][CH:28]=4)=[CH:21][C:22]=3[C:23]([F:26])([F:25])[F:24])[CH:13]=2)[CH:8]=[CH:7]1)C.[Li+].[OH-]. (5) Given the product [CH3:14][CH:13]([S:10]([NH:9][CH2:8][CH:7]([O:6][C:5]1[CH:17]=[CH:18][C:2]([C:24]2[CH:23]=[CH:22][CH:21]=[C:20]([CH3:19])[CH:25]=2)=[CH:3][CH:4]=1)[CH3:16])(=[O:12])=[O:11])[CH3:15], predict the reactants needed to synthesize it. The reactants are: Br[C:2]1[CH:18]=[CH:17][C:5]([O:6][CH:7]([CH3:16])[CH2:8][NH:9][S:10]([CH:13]([CH3:15])[CH3:14])(=[O:12])=[O:11])=[CH:4][CH:3]=1.[CH3:19][C:20]1[CH:21]=[C:22](B(O)O)[CH:23]=[CH:24][CH:25]=1.C(=O)([O-])[O-].[Na+].[Na+].